From a dataset of Forward reaction prediction with 1.9M reactions from USPTO patents (1976-2016). Predict the product of the given reaction. Given the reactants Br[CH2:2][C:3]#[N:4].[Br:5][C:6]1[CH:11]=[CH:10][C:9]([OH:12])=[C:8]([CH2:13][CH3:14])[CH:7]=1.C(=O)([O-])[O-].[K+].[K+], predict the reaction product. The product is: [Br:5][C:6]1[CH:11]=[CH:10][C:9]([O:12][CH2:2][C:3]#[N:4])=[C:8]([CH2:13][CH3:14])[CH:7]=1.